This data is from Forward reaction prediction with 1.9M reactions from USPTO patents (1976-2016). The task is: Predict the product of the given reaction. (1) The product is: [CH3:1][O:2][C:3](=[O:15])[C:4]1[C:5](=[C:10]([NH:28][C:25]2[CH:26]=[CH:27][C:22]([O:21][CH2:20][CH2:19][CH2:18][N:17]([CH3:31])[CH3:16])=[CH:23][C:24]=2[O:29][CH3:30])[CH:11]=[CH:12][CH:13]=1)[C:6]([O:8][CH3:9])=[O:7]. Given the reactants [CH3:1][O:2][C:3](=[O:15])[C:4]1[C:5](=[C:10](I)[CH:11]=[CH:12][CH:13]=1)[C:6]([O:8][CH3:9])=[O:7].[CH3:16][N:17]([CH3:31])[CH2:18][CH2:19][CH2:20][O:21][C:22]1[CH:27]=[CH:26][C:25]([NH2:28])=[C:24]([O:29][CH3:30])[CH:23]=1.C1C=CC(P(C2C(C3C(P(C4C=CC=CC=4)C4C=CC=CC=4)=CC=C4C=3C=CC=C4)=C3C(C=CC=C3)=CC=2)C2C=CC=CC=2)=CC=1.C(=O)([O-])[O-].[Cs+].[Cs+], predict the reaction product. (2) Given the reactants [CH2:1]([O:8][CH2:9][C:10]1([CH:20]=O)[CH2:19][CH2:18][C:13]2([O:17][CH2:16][CH2:15][O:14]2)[CH2:12][CH2:11]1)[C:2]1[CH:7]=[CH:6][CH:5]=[CH:4][CH:3]=1.[C:22](=O)([O-])[O-].[K+].[K+].CC(C)C(=O)C(P(=O)([O-])[O-])=[N+]=[N-], predict the reaction product. The product is: [CH2:1]([O:8][CH2:9][C:10]1([C:20]#[CH:22])[CH2:11][CH2:12][C:13]2([O:17][CH2:16][CH2:15][O:14]2)[CH2:18][CH2:19]1)[C:2]1[CH:7]=[CH:6][CH:5]=[CH:4][CH:3]=1. (3) The product is: [Cl:8][C:21]1[CH:22]=[N:23][N:24]([CH3:25])[C:20]=1[C:12]1[CH:13]=[C:14]([C:16]([OH:18])=[O:17])[S:15][C:11]=1[O:10][CH3:9]. Given the reactants C1C(=O)N([Cl:8])C(=O)C1.[CH3:9][O:10][C:11]1[S:15][C:14]([C:16]([O:18]C)=[O:17])=[CH:13][C:12]=1[C:20]1[N:24]([CH3:25])[N:23]=[CH:22][CH:21]=1.[OH-].[Na+], predict the reaction product. (4) The product is: [O:8]1[C:9]2[C:4](=[CH:3][C:2]([B:15]3[O:16][C:17]([CH3:19])([CH3:18])[C:13]([CH3:29])([CH3:12])[O:14]3)=[CH:11][CH:10]=2)[CH2:5][CH2:6][CH2:7]1. Given the reactants Br[C:2]1[CH:3]=[C:4]2[C:9](=[CH:10][CH:11]=1)[O:8][CH2:7][CH2:6][CH2:5]2.[CH3:12][C:13]1([CH3:29])[C:17]([CH3:19])([CH3:18])[O:16][B:15]([B:15]2[O:16][C:17]([CH3:19])([CH3:18])[C:13]([CH3:29])([CH3:12])[O:14]2)[O:14]1.CC([O-])=O.[K+].C(OCC)(=O)C, predict the reaction product. (5) The product is: [Cl:1][C:2]1[CH:3]=[C:4]([N:9]2[CH:13]=[C:12]([CH2:14][NH:15][C:23](=[O:25])[CH3:24])[N:11]=[CH:10]2)[CH:5]=[CH:6][C:7]=1[Cl:8]. Given the reactants [Cl:1][C:2]1[CH:3]=[C:4]([N:9]2[CH:13]=[C:12]([CH2:14][NH2:15])[N:11]=[CH:10]2)[CH:5]=[CH:6][C:7]=1[Cl:8].C(N(CC)CC)C.[C:23](Cl)(=[O:25])[CH3:24], predict the reaction product. (6) Given the reactants [Cl:1][CH2:2][C@@H:3]([OH:15])[CH2:4][C:5](=[O:14])[CH2:6][C:7]([O:9][C:10]([CH3:13])([CH3:12])[CH3:11])=[O:8].O=C[C@@H]([C@H]([C@@H]([C@@H](CO)O)O)O)O.[OH-].[Na+], predict the reaction product. The product is: [Cl:1][CH2:2][C@@H:3]([OH:15])[CH2:4][C@@H:5]([OH:14])[CH2:6][C:7]([O:9][C:10]([CH3:11])([CH3:12])[CH3:13])=[O:8]. (7) Given the reactants [O:1]=[C:2]1[CH2:11][CH2:10][C@@H:9]2[C@H:4]([CH2:5][C@H:6]([NH:15][C:16](=[O:22])[N:17]([CH2:20][CH3:21])[CH2:18][CH3:19])[CH2:7][N:8]2[CH2:12][CH2:13][CH3:14])[CH2:3]1.C(O[CH:28](N(C)C)[N:29]([CH3:31])[CH3:30])(C)(C)C, predict the reaction product. The product is: [CH3:28][N:29]([CH:31]=[C:11]1[CH2:10][C@@H:9]2[C@H:4]([CH2:5][C@H:6]([NH:15][C:16](=[O:22])[N:17]([CH2:18][CH3:19])[CH2:20][CH3:21])[CH2:7][N:8]2[CH2:12][CH2:13][CH3:14])[CH2:3][C:2]1=[O:1])[CH3:30]. (8) Given the reactants C[O:2][C:3]([C:5]1[S:6][C:7]2[C:8]([F:26])([F:25])[CH2:9][O:10][C:11]3[CH:18]=[CH:17][C:16]([C:19]#[C:20][C:21]([OH:24])([CH3:23])[CH3:22])=[CH:15][C:12]=3[C:13]=2[N:14]=1)=O.[NH3:27].CO, predict the reaction product. The product is: [F:25][C:8]1([F:26])[C:7]2[S:6][C:5]([C:3]([NH2:27])=[O:2])=[N:14][C:13]=2[C:12]2[CH:15]=[C:16]([C:19]#[C:20][C:21]([OH:24])([CH3:23])[CH3:22])[CH:17]=[CH:18][C:11]=2[O:10][CH2:9]1.